This data is from TCR-epitope binding with 47,182 pairs between 192 epitopes and 23,139 TCRs. The task is: Binary Classification. Given a T-cell receptor sequence (or CDR3 region) and an epitope sequence, predict whether binding occurs between them. (1) Result: 1 (the TCR binds to the epitope). The epitope is GTSGSPIVNR. The TCR CDR3 sequence is CASSLNSGSAGELFF. (2) The epitope is VLAWLYAAV. The TCR CDR3 sequence is CASSLLARGQETQYF. Result: 1 (the TCR binds to the epitope).